From a dataset of Reaction yield outcomes from USPTO patents with 853,638 reactions. Predict the reaction yield, written as a fraction of the theoretical maximum amount of product (1.0 means a 100% yield; for example, 0.34 means a 34% yield). (1) The reactants are [CH3:1][S:2]([CH2:5][C:6]([OH:8])=O)(=[O:4])=[O:3].O1CCCC1.C(Cl)(=O)C(Cl)=O.Cl.[NH2:21][C:22]1[N:23]=[C:24]2[CH:29]=[CH:28][C:27]([O:30][C:31]3[CH:32]=[CH:33][C:34]([CH3:47])=[C:35]([NH:37][C:38]([C:40]4[N:44]([CH3:45])[N:43]=[C:42]([CH3:46])[CH:41]=4)=[O:39])[CH:36]=3)=[N:26][N:25]2[CH:48]=1. The catalyst is CN(C)C=O.CN(C)C(=O)C. The product is [CH3:45][N:44]1[C:40]([C:38]([NH:37][C:35]2[CH:36]=[C:31]([O:30][C:27]3[CH:28]=[CH:29][C:24]4[N:25]([CH:48]=[C:22]([NH:21][C:6](=[O:8])[CH2:5][S:2]([CH3:1])(=[O:4])=[O:3])[N:23]=4)[N:26]=3)[CH:32]=[CH:33][C:34]=2[CH3:47])=[O:39])=[CH:41][C:42]([CH3:46])=[N:43]1. The yield is 0.380. (2) The reactants are [C:1]([O:5][C:6]([CH:8]1[CH2:12][CH2:11][CH2:10][N:9]1[C:13](=[O:30])[CH:14]([NH:19][C:20]([O:22]CC1C=CC=CC=1)=O)[C:15]([CH3:18])([CH3:17])[CH3:16])=[O:7])([CH3:4])([CH3:3])[CH3:2].[NH2:31][C:32]1[CH:40]=[CH:39][C:35](C(O)=O)=[CH:34][C:33]=1[Cl:41].CCN(C(C)C)C(C)C.C(Cl)CCl. The catalyst is CO.CCOC(C)=O.C(Cl)Cl.CN(C=O)C.[Pd]. The product is [C:1]([O:5][C:6]([CH:8]1[CH2:12][CH2:11][CH2:10][N:9]1[C:13](=[O:30])[CH:14]([NH:19][C:20](=[O:22])[C:35]1[CH:39]=[CH:40][C:32]([NH2:31])=[C:33]([Cl:41])[CH:34]=1)[C:15]([CH3:17])([CH3:18])[CH3:16])=[O:7])([CH3:4])([CH3:2])[CH3:3]. The yield is 0.970. (3) The reactants are [CH2:1]([C:5]([C:21]1[CH:26]=[CH:25][C:24]([O:27][CH2:28][C:29](OCC)=[O:30])=[CH:23][CH:22]=1)=[C:6]([C:14]1[CH:19]=[CH:18][C:17]([OH:20])=[CH:16][CH:15]=1)[C:7]1[CH:12]=[CH:11][C:10]([OH:13])=[CH:9][CH:8]=1)[CH2:2][CH2:3][CH3:4].[H-].[Al+3].[Li+].[H-].[H-].[H-]. The catalyst is C1COCC1. The product is [OH:30][CH2:29][CH2:28][O:27][C:24]1[CH:23]=[CH:22][C:21]([C:5]([CH2:1][CH2:2][CH2:3][CH3:4])=[C:6]([C:7]2[CH:8]=[CH:9][C:10]([OH:13])=[CH:11][CH:12]=2)[C:14]2[CH:19]=[CH:18][C:17]([OH:20])=[CH:16][CH:15]=2)=[CH:26][CH:25]=1. The yield is 0.710. (4) The reactants are [Br:1][C:2]1[CH:3]=[CH:4][C:5]([OH:11])=[C:6]([C:8](=O)[CH3:9])[CH:7]=1.C(=O)([O-])[O-].[K+].[K+].Br[CH2:19][C:20]([CH:22]1[CH2:27][CH2:26][CH2:25][CH2:24][CH2:23]1)=[O:21]. The catalyst is CN(C)C=O. The product is [Br:1][C:2]1[CH:3]=[CH:4][C:5]2[O:11][C:19]([C:20]([CH:22]3[CH2:27][CH2:26][CH2:25][CH2:24][CH2:23]3)=[O:21])=[C:8]([CH3:9])[C:6]=2[CH:7]=1. The yield is 0.770. (5) The reactants are Cl.Cl.[NH2:3][CH2:4][C@@:5]1([OH:13])[CH:10]2[CH2:11][CH2:12][N:7]([CH2:8][CH2:9]2)[CH2:6]1.C([O-])([O-])=O.[Cs+].[Cs+].[Br:20][C:21]1[CH:30]=[CH:29][CH:28]=[C:27]2[C:22]=1[CH:23]=[C:24]([N:31]=[C:32]=S)[N:25]=[CH:26]2.C(N=C=NC(C)C)(C)C. The catalyst is CN(C)C=O. The product is [Br:20][C:21]1[CH:30]=[CH:29][CH:28]=[C:27]2[C:22]=1[CH:23]=[C:24]([NH:31][C:32]1[O:13][C@:5]3([CH2:4][N:3]=1)[CH:10]1[CH2:9][CH2:8][N:7]([CH2:12][CH2:11]1)[CH2:6]3)[N:25]=[CH:26]2. The yield is 0.700. (6) The reactants are [C:1]([C:3]([C:6]1[S:7][CH:8]=[C:9]([C:11]([OH:13])=O)[N:10]=1)([CH3:5])[CH3:4])#[N:2].C(Cl)(=O)C(Cl)=O.O1CCCC1.[NH2:25][C:26]1[CH:27]=[CH:28][C:29]([O:48][CH3:49])=[C:30]([CH:47]=1)[O:31][C:32]1[CH:33]=[CH:34][C:35]2[N:36]([CH:38]=[C:39]([NH:41][C:42]([CH:44]3[CH2:46][CH2:45]3)=[O:43])[N:40]=2)[N:37]=1. The catalyst is CN(C)C=O.CN(C)C(=O)C. The product is [C:1]([C:3]([C:6]1[S:7][CH:8]=[C:9]([C:11]([NH:25][C:26]2[CH:27]=[CH:28][C:29]([O:48][CH3:49])=[C:30]([O:31][C:32]3[CH:33]=[CH:34][C:35]4[N:36]([CH:38]=[C:39]([NH:41][C:42]([CH:44]5[CH2:46][CH2:45]5)=[O:43])[N:40]=4)[N:37]=3)[CH:47]=2)=[O:13])[N:10]=1)([CH3:4])[CH3:5])#[N:2]. The yield is 0.780. (7) The yield is 0.817. The catalyst is O.O1CCOCC1.C1C=CC([P]([Pd]([P](C2C=CC=CC=2)(C2C=CC=CC=2)C2C=CC=CC=2)([P](C2C=CC=CC=2)(C2C=CC=CC=2)C2C=CC=CC=2)[P](C2C=CC=CC=2)(C2C=CC=CC=2)C2C=CC=CC=2)(C2C=CC=CC=2)C2C=CC=CC=2)=CC=1. The product is [Br:1][C:2]1[C:3]2[N:4]([N:9]=[CH:10][N:11]=2)[CH:5]=[C:6]([C:20]2[CH:21]=[C:22]([CH:26]=[CH:27][CH:28]=2)[C:23]([NH2:25])=[O:24])[CH:7]=1. The reactants are [Br:1][C:2]1[C:3]2[N:4]([N:9]=[CH:10][N:11]=2)[CH:5]=[C:6](I)[CH:7]=1.CC1(C)C(C)(C)OB([C:20]2[CH:21]=[C:22]([CH:26]=[CH:27][CH:28]=2)[C:23]([NH2:25])=[O:24])O1.C([O-])([O-])=O.[Na+].[Na+].